Dataset: Forward reaction prediction with 1.9M reactions from USPTO patents (1976-2016). Task: Predict the product of the given reaction. (1) Given the reactants [NH2:1][C:2]1[CH:7]=[CH:6][C:5]([N:8]2[CH2:13][CH2:12][O:11][CH2:10][C:9]2=[O:14])=[C:4]([Cl:15])[CH:3]=1.Cl[C:17](OC1C=CC([N+]([O-])=O)=CC=1)=[O:18].N1C=CC=CC=1.[N:35]1([C:40]([O:42][C:43]([CH3:46])([CH3:45])[CH3:44])=[O:41])[CH2:39][CH2:38][CH2:37][NH:36]1.C(N(C(C)C)C(C)C)C, predict the reaction product. The product is: [Cl:15][C:4]1[CH:3]=[C:2]([NH:1][C:17]([N:36]2[CH2:37][CH2:38][CH2:39][N:35]2[C:40]([O:42][C:43]([CH3:46])([CH3:45])[CH3:44])=[O:41])=[O:18])[CH:7]=[CH:6][C:5]=1[N:8]1[CH2:13][CH2:12][O:11][CH2:10][C:9]1=[O:14]. (2) Given the reactants [CH3:1][O:2][C:3](=[O:13])[CH2:4][C:5]1[CH:10]=[C:9]([OH:11])[CH:8]=[C:7]([OH:12])[CH:6]=1.[CH3:14]C(=O)CC.C(=O)([O-])[O-].[K+].[K+].IC, predict the reaction product. The product is: [CH3:1][O:2][C:3](=[O:13])[CH2:4][C:5]1[CH:10]=[C:9]([OH:11])[CH:8]=[C:7]([O:12][CH3:14])[CH:6]=1. (3) Given the reactants C([O:4][CH2:5][C:6]1[N:11]([CH2:12][CH2:13][C:14]2[CH:23]=[CH:22][C:17]([C:18]([O:20][CH3:21])=[O:19])=[CH:16][CH:15]=2)[C:10](=[O:24])[C:9]([Cl:25])=[CH:8][C:7]=1[Cl:26])(=O)C.S(=O)(=O)(O)O.O, predict the reaction product. The product is: [Cl:25][C:9]1[C:10](=[O:24])[N:11]([CH2:12][CH2:13][C:14]2[CH:23]=[CH:22][C:17]([C:18]([O:20][CH3:21])=[O:19])=[CH:16][CH:15]=2)[C:6]([CH2:5][OH:4])=[C:7]([Cl:26])[CH:8]=1. (4) Given the reactants [F:1][C:2]([F:29])([O:7][C:8]1[CH:13]=[CH:12][C:11]([C:14]2[O:18][C:17]([C:19]3[CH:28]=[CH:27][C:22]([C:23]([O:25]C)=[O:24])=[CH:21][CH:20]=3)=[N:16][N:15]=2)=[CH:10][CH:9]=1)[C:3]([F:6])([F:5])[F:4].Cl, predict the reaction product. The product is: [F:29][C:2]([F:1])([O:7][C:8]1[CH:9]=[CH:10][C:11]([C:14]2[O:18][C:17]([C:19]3[CH:20]=[CH:21][C:22]([C:23]([OH:25])=[O:24])=[CH:27][CH:28]=3)=[N:16][N:15]=2)=[CH:12][CH:13]=1)[C:3]([F:6])([F:5])[F:4]. (5) Given the reactants [F:1][C:2]([F:19])([CH:8](O)[C:9]1[CH:14]=[CH:13][CH:12]=[C:11]([N+:15]([O-:17])=[O:16])[CH:10]=1)[C:3]([O:5][CH2:6][CH3:7])=[O:4].C(OCC)(=O)C.O.COCCN(S(F)(F)[F:37])CCOC, predict the reaction product. The product is: [F:1][C:2]([F:19])([CH:8]([F:37])[C:9]1[CH:14]=[CH:13][CH:12]=[C:11]([N+:15]([O-:17])=[O:16])[CH:10]=1)[C:3]([O:5][CH2:6][CH3:7])=[O:4]. (6) Given the reactants [N+:1]([C:4]1[CH:39]=[CH:38][C:7]([C:8]([O:10][CH2:11][CH2:12][CH2:13][CH2:14][C@H:15]([OH:37])[CH2:16][O:17][C:18]([C:31]2[CH:36]=[CH:35][CH:34]=[CH:33][CH:32]=2)([C:25]2[CH:30]=[CH:29][CH:28]=[CH:27][CH:26]=2)[C:19]2[CH:24]=[CH:23][CH:22]=[CH:21][CH:20]=2)=[O:9])=[CH:6][CH:5]=1)([O-:3])=[O:2].N1C=CN=C1.[Si:45](Cl)([C:58]([CH3:61])([CH3:60])[CH3:59])([C:52]1[CH:57]=[CH:56][CH:55]=[CH:54][CH:53]=1)[C:46]1[CH:51]=[CH:50][CH:49]=[CH:48][CH:47]=1.O, predict the reaction product. The product is: [N+:1]([C:4]1[CH:5]=[CH:6][C:7]([C:8]([O:10][CH2:11][CH2:12][CH2:13][CH2:14][C@H:15]([O:37][Si:45]([C:58]([CH3:61])([CH3:60])[CH3:59])([C:52]2[CH:53]=[CH:54][CH:55]=[CH:56][CH:57]=2)[C:46]2[CH:51]=[CH:50][CH:49]=[CH:48][CH:47]=2)[CH2:16][O:17][C:18]([C:31]2[CH:32]=[CH:33][CH:34]=[CH:35][CH:36]=2)([C:19]2[CH:24]=[CH:23][CH:22]=[CH:21][CH:20]=2)[C:25]2[CH:26]=[CH:27][CH:28]=[CH:29][CH:30]=2)=[O:9])=[CH:38][CH:39]=1)([O-:3])=[O:2]. (7) Given the reactants [F:1][C:2]1[CH:7]=[CH:6][C:5](I)=[CH:4][CH:3]=1.[OH:9][CH2:10][C:11]1[CH2:12][N:13]([C:17]([O:19][C:20]2[CH:25]=[CH:24][CH:23]=[CH:22][CH:21]=2)=[O:18])[CH2:14][CH2:15][CH:16]=1.C1(P(C2C=CC=CC=2)C2C=CC=CC=2)C=CC=CC=1, predict the reaction product. The product is: [F:1][C:2]1[CH:7]=[CH:6][C:5]([CH:16]2[CH2:15][CH2:14][N:13]([C:17]([O:19][C:20]3[CH:25]=[CH:24][CH:23]=[CH:22][CH:21]=3)=[O:18])[CH2:12][CH:11]2[CH:10]=[O:9])=[CH:4][CH:3]=1. (8) Given the reactants O[C:2]1[C:11]2[C:6](=[CH:7][CH:8]=[C:9]([O:12][CH3:13])[CH:10]=2)[O:5][C:4](=[O:14])[C:3]=1[C:15]1[CH:20]=[CH:19][CH:18]=[C:17]([O:21][CH3:22])[CH:16]=1.P(Cl)(Cl)([Cl:25])=O.C(N(CC)CC)C, predict the reaction product. The product is: [Cl:25][C:2]1[C:11]2[C:6](=[CH:7][CH:8]=[C:9]([O:12][CH3:13])[CH:10]=2)[O:5][C:4](=[O:14])[C:3]=1[C:15]1[CH:20]=[CH:19][CH:18]=[C:17]([O:21][CH3:22])[CH:16]=1. (9) Given the reactants Cl.Cl.[NH2:3][NH2:4].[Cl:5][C:6]1[CH:11]=[CH:10][C:9]([C:12]2[C:13](=O)[O:14][C:15](=[O:17])[CH:16]=2)=[CH:8][CH:7]=1, predict the reaction product. The product is: [Cl:5][C:6]1[CH:11]=[CH:10][C:9]([C:12]2[C:13](=[O:14])[NH:3][NH:4][C:15](=[O:17])[CH:16]=2)=[CH:8][CH:7]=1. (10) Given the reactants [CH2:1]([O:8][C:9]1[CH:14]=[CH:13][C:12]([CH3:15])=[CH:11][C:10]=1[O:16][CH3:17])[C:2]1[CH:7]=[CH:6][CH:5]=[CH:4][CH:3]=1.C1C(=O)N([Br:25])C(=O)C1, predict the reaction product. The product is: [CH2:1]([O:8][C:9]1[CH:14]=[C:13]([Br:25])[C:12]([CH3:15])=[CH:11][C:10]=1[O:16][CH3:17])[C:2]1[CH:3]=[CH:4][CH:5]=[CH:6][CH:7]=1.